This data is from Reaction yield outcomes from USPTO patents with 853,638 reactions. The task is: Predict the reaction yield, written as a fraction of the theoretical maximum amount of product (1.0 means a 100% yield; for example, 0.34 means a 34% yield). (1) The reactants are Cl[CH2:2][C:3](Cl)=[O:4].[NH2:6][C:7]1[CH:12]=[CH:11][CH:10]=[CH:9][C:8]=1[OH:13].C(=O)(O)[O-].[Na+]. The catalyst is C(Cl)(Cl)Cl.CC[N+](CC1C=CC=CC=1)(CC)CC.[Cl-]. The product is [O:13]1[CH2:2][C:3](=[O:4])[NH:6][C:7]2[CH:12]=[CH:11][CH:10]=[CH:9][C:8]1=2. The yield is 0.600. (2) The reactants are [NH2:1][CH2:2][CH2:3][CH2:4][C:5]([OH:7])=[O:6].C([O-])([O-])=O.[Na+].[Na+].[CH3:14][C:15]([O:18][C:19](O[C:19]([O:18][C:15]([CH3:17])([CH3:16])[CH3:14])=[O:20])=[O:20])([CH3:17])[CH3:16]. The catalyst is O.C1COCC1. The product is [C:15]([O:18][C:19]([NH:1][CH2:2][CH2:3][CH2:4][C:5]([OH:7])=[O:6])=[O:20])([CH3:17])([CH3:16])[CH3:14]. The yield is 0.900. (3) The reactants are [CH:1]([C:3]1[CH:4]=[C:5]2[C:9](=[CH:10][CH:11]=1)[NH:8][CH:7]=[CH:6]2)=[CH2:2].[C:12](O[C:12]([O:14][C:15]([CH3:18])([CH3:17])[CH3:16])=[O:13])([O:14][C:15]([CH3:18])([CH3:17])[CH3:16])=[O:13]. The catalyst is C(#N)C.CN(C1C=CN=CC=1)C.C(Cl)Cl. The product is [C:15]([O:14][C:12]([N:8]1[C:9]2[C:5](=[CH:4][C:3]([CH:1]=[CH2:2])=[CH:11][CH:10]=2)[CH:6]=[CH:7]1)=[O:13])([CH3:18])([CH3:17])[CH3:16]. The yield is 0.590. (4) The reactants are [CH3:1][C:2]1[N:7]=[C:6]([CH:8]=[O:9])[CH:5]=[CH:4][CH:3]=1.CC1C=CC(S(O)(=O)=O)=[CH:15][CH:16]=1.[OH2:21]. The catalyst is C(O)CO. The product is [O:9]1[CH2:16][CH2:15][O:21][CH:8]1[C:6]1[CH:5]=[CH:4][CH:3]=[C:2]([CH3:1])[N:7]=1. The yield is 0.510. (5) The reactants are [CH2:1]([O:8][C:9]1[CH:18]=[CH:17][CH:16]=[CH:15][C:10]=1[O:11][CH2:12][CH2:13][OH:14])[C:2]1[CH:7]=[CH:6][CH:5]=[CH:4][CH:3]=1.C(N(CC)CC)C.[CH3:26][S:27](Cl)(=[O:29])=[O:28].[Cl-].[NH4+]. The catalyst is C(Cl)(Cl)Cl. The product is [CH3:26][S:27]([O:14][CH2:13][CH2:12][O:11][C:10]1[CH:15]=[CH:16][CH:17]=[CH:18][C:9]=1[O:8][CH2:1][C:2]1[CH:3]=[CH:4][CH:5]=[CH:6][CH:7]=1)(=[O:29])=[O:28]. The yield is 0.930. (6) The reactants are [Si]([O:8][CH2:9][CH2:10][CH2:11][O:12][C:13]1[CH:18]=[CH:17][C:16]([C:19]2[CH:24]=[CH:23][C:22]([C:25]([O:27][CH2:28][CH3:29])=[O:26])=[CH:21][CH:20]=2)=[CH:15][C:14]=1[C:30]1[CH:35]=[CH:34][C:33]([N:36]([CH2:39][CH3:40])[CH2:37][CH3:38])=[C:32]([CH2:41][CH3:42])[CH:31]=1)(C(C)(C)C)(C)C.[F-].C([N+](CCCC)(CCCC)CCCC)CCC. The catalyst is O1CCCC1. The product is [CH2:39]([N:36]([CH2:37][CH3:38])[C:33]1[CH:34]=[CH:35][C:30]([C:14]2[CH:15]=[C:16]([C:19]3[CH:20]=[CH:21][C:22]([C:25]([O:27][CH2:28][CH3:29])=[O:26])=[CH:23][CH:24]=3)[CH:17]=[CH:18][C:13]=2[O:12][CH2:11][CH2:10][CH2:9][OH:8])=[CH:31][C:32]=1[CH2:41][CH3:42])[CH3:40]. The yield is 0.520. (7) The reactants are Cl.[F:2][C:3]1[CH:16]=[CH:15][C:6]([C:7]([CH:9]2[CH2:14][CH2:13][NH:12][CH2:11][CH2:10]2)=[O:8])=[CH:5][CH:4]=1.[C:17]([O:21][C:22](=[O:33])[NH:23][C@H:24]1[CH2:29][CH2:28][C@H:27]([CH2:30][CH:31]=O)[CH2:26][CH2:25]1)([CH3:20])([CH3:19])[CH3:18].C(O[BH-](OC(=O)C)OC(=O)C)(=O)C.[Na+]. The catalyst is ClCCl. The product is [C:17]([O:21][C:22](=[O:33])[NH:23][C@H:24]1[CH2:25][CH2:26][C@H:27]([CH2:30][CH2:31][N:12]2[CH2:13][CH2:14][CH:9]([C:7](=[O:8])[C:6]3[CH:5]=[CH:4][C:3]([F:2])=[CH:16][CH:15]=3)[CH2:10][CH2:11]2)[CH2:28][CH2:29]1)([CH3:20])([CH3:19])[CH3:18]. The yield is 0.932. (8) The reactants are Br[C:2]1[CH:3]=[CH:4][C:5]([N+:8]([O-:10])=[O:9])=[N:6][CH:7]=1.[NH:11]1[CH2:16][CH2:15][O:14][CH2:13][CH2:12]1.C(=O)([O-])[O-].[K+].[K+]. The catalyst is [I-].C([N+](CCCC)(CCCC)CCCC)CCC.CS(C)=O.C(OCC)(=O)C. The product is [N+:8]([C:5]1[N:6]=[CH:7][C:2]([N:11]2[CH2:16][CH2:15][O:14][CH2:13][CH2:12]2)=[CH:3][CH:4]=1)([O-:10])=[O:9]. The yield is 0.548. (9) The reactants are Cl[C:2]1[CH:3]=[CH:4][C:5]2[O:14][CH2:13][CH2:12][C:11]3[CH:10]=[C:9]([C:15]4[N:16]([C:20]5[CH:25]=[CH:24][C:23]([F:26])=[CH:22][C:21]=5[F:27])[N:17]=[CH:18][N:19]=4)[S:8][C:7]=3[C:6]=2[N:28]=1.[CH2:29]([NH2:37])[CH2:30][C:31]1[CH:36]=[CH:35][CH:34]=[CH:33][CH:32]=1.C(N1CCN2CCN(CCCC)P1N(CCCC)CC2)CCC.CC(C)([O-])C. The yield is 0.250. The catalyst is O1CCOCC1.CC([O-])=O.CC([O-])=O.[Pd+2]. The product is [F:27][C:21]1[CH:22]=[C:23]([F:26])[CH:24]=[CH:25][C:20]=1[N:16]1[C:15]([C:9]2[S:8][C:7]3[C:6]4[N:28]=[C:2]([NH:37][CH2:29][CH2:30][C:31]5[CH:36]=[CH:35][CH:34]=[CH:33][CH:32]=5)[CH:3]=[CH:4][C:5]=4[O:14][CH2:13][CH2:12][C:11]=3[CH:10]=2)=[N:19][CH:18]=[N:17]1.